From a dataset of Full USPTO retrosynthesis dataset with 1.9M reactions from patents (1976-2016). Predict the reactants needed to synthesize the given product. Given the product [CH3:1][S:2]([O:22][CH2:21][C:13]1[O:14][C:15]2[CH:20]=[CH:19][CH:18]=[CH:17][C:16]=2[C:12]=1[C:6]1[CH:7]=[CH:8][CH:9]=[CH:10][CH:11]=1)(=[O:4])=[O:3], predict the reactants needed to synthesize it. The reactants are: [CH3:1][S:2](Cl)(=[O:4])=[O:3].[C:6]1([C:12]2[C:16]3[CH:17]=[CH:18][CH:19]=[CH:20][C:15]=3[O:14][C:13]=2[CH2:21][OH:22])[CH:11]=[CH:10][CH:9]=[CH:8][CH:7]=1.CCN(C(C)C)C(C)C.